From a dataset of NCI-60 drug combinations with 297,098 pairs across 59 cell lines. Regression. Given two drug SMILES strings and cell line genomic features, predict the synergy score measuring deviation from expected non-interaction effect. (1) Drug 1: C#CCC(CC1=CN=C2C(=N1)C(=NC(=N2)N)N)C3=CC=C(C=C3)C(=O)NC(CCC(=O)O)C(=O)O. Drug 2: CCN(CC)CCCC(C)NC1=C2C=C(C=CC2=NC3=C1C=CC(=C3)Cl)OC. Cell line: SF-268. Synergy scores: CSS=18.8, Synergy_ZIP=-3.03, Synergy_Bliss=0.659, Synergy_Loewe=-2.10, Synergy_HSA=-0.868. (2) Drug 1: COC1=C(C=C2C(=C1)N=CN=C2NC3=CC(=C(C=C3)F)Cl)OCCCN4CCOCC4. Drug 2: C(CCl)NC(=O)N(CCCl)N=O. Cell line: OVCAR-5. Synergy scores: CSS=47.1, Synergy_ZIP=-1.38, Synergy_Bliss=-0.739, Synergy_Loewe=-27.3, Synergy_HSA=-1.98.